From a dataset of Catalyst prediction with 721,799 reactions and 888 catalyst types from USPTO. Predict which catalyst facilitates the given reaction. (1) Reactant: [F:1][C:2]1[CH:3]=[C:4]([CH:8]=[CH:9][C:10]=1[C:11]([F:17])([F:16])[C:12]([F:15])([F:14])[F:13])[C:5]([OH:7])=[O:6].[CH3:18]N(C)CCN(C)C.C([Li])CCC.IC.Cl. Product: [F:1][C:2]1[C:3]([CH3:18])=[C:4]([CH:8]=[CH:9][C:10]=1[C:11]([F:16])([F:17])[C:12]([F:13])([F:14])[F:15])[C:5]([OH:7])=[O:6]. The catalyst class is: 392. (2) Reactant: [Br:1][C:2]1[CH:3]=[C:4]2[NH:10][CH:9]=[CH:8][C:5]2=[N:6][CH:7]=1.C(=O)([O-])[O-].[Cs+].[Cs+].FC(F)(F)S(O[CH2:23][C:24]1([F:32])[CH2:29][CH2:28][C:27]([F:31])([F:30])[CH2:26][CH2:25]1)(=O)=O. Product: [Br:1][C:2]1[CH:3]=[C:4]2[N:10]([CH2:23][C:24]3([F:32])[CH2:29][CH2:28][C:27]([F:31])([F:30])[CH2:26][CH2:25]3)[CH:9]=[CH:8][C:5]2=[N:6][CH:7]=1. The catalyst class is: 9.